Dataset: Reaction yield outcomes from USPTO patents with 853,638 reactions. Task: Predict the reaction yield, written as a fraction of the theoretical maximum amount of product (1.0 means a 100% yield; for example, 0.34 means a 34% yield). (1) The reactants are [F:1][C:2]([F:12])([F:11])[C:3]1[CH:10]=[CH:9][C:6]([CH2:7][NH2:8])=[CH:5][CH:4]=1.F[C:14]1[CH:22]=[N:21][CH:20]=[CH:19][C:15]=1[C:16]([OH:18])=[O:17]. No catalyst specified. The product is [F:1][C:2]([F:11])([F:12])[C:3]1[CH:10]=[CH:9][C:6]([CH2:7][NH:8][C:19]2[CH:20]=[N:21][CH:22]=[CH:14][C:15]=2[C:16]([OH:18])=[O:17])=[CH:5][CH:4]=1. The yield is 0.280. (2) The reactants are [OH:1][CH2:2][C:3]1([C:18]2[CH:23]=[C:22]([C:24]([F:27])([F:26])[F:25])[CH:21]=[CH:20][C:19]=2O)[C:11]2[C:6](=[CH:7][CH:8]=[CH:9][CH:10]=2)[N:5]([CH2:12][CH2:13][CH2:14][CH2:15][CH3:16])[C:4]1=[O:17].C1(CCN2C3C(=CC=CC=3)C(C3C(O)=CC4OCOC=4C=3)(CO)C2=O)CC1. No catalyst specified. The product is [CH2:12]([N:5]1[C:6]2[C:11](=[CH:10][CH:9]=[CH:8][CH:7]=2)[C:3]2([C:18]3[CH:23]=[C:22]([C:24]([F:25])([F:26])[F:27])[CH:21]=[CH:20][C:19]=3[O:1][CH2:2]2)[C:4]1=[O:17])[CH2:13][CH2:14][CH2:15][CH3:16]. The yield is 0.270. (3) The reactants are [CH2:1]([O:8][C:9]1[CH:17]=[CH:16][C:12]([C:13](O)=[O:14])=[CH:11][C:10]=1[C:18]([NH:20][C:21]1[CH:26]=[C:25]([C:27]([F:30])([F:29])[F:28])[CH:24]=[C:23]([C:31]([F:34])([F:33])[F:32])[CH:22]=1)=[O:19])[C:2]1[CH:7]=[CH:6][CH:5]=[CH:4][CH:3]=1.[CH2:35]([CH:42]1[CH2:47][CH2:46][NH:45][CH2:44][CH2:43]1)[C:36]1[CH:41]=[CH:40][CH:39]=[CH:38][CH:37]=1. No catalyst specified. The product is [CH2:1]([O:8][C:9]1[CH:17]=[CH:16][C:12]([C:13]([N:45]2[CH2:46][CH2:47][CH:42]([CH2:35][C:36]3[CH:41]=[CH:40][CH:39]=[CH:38][CH:37]=3)[CH2:43][CH2:44]2)=[O:14])=[CH:11][C:10]=1[C:18]([NH:20][C:21]1[CH:22]=[C:23]([C:31]([F:34])([F:32])[F:33])[CH:24]=[C:25]([C:27]([F:28])([F:30])[F:29])[CH:26]=1)=[O:19])[C:2]1[CH:3]=[CH:4][CH:5]=[CH:6][CH:7]=1. The yield is 0.767. (4) The reactants are [CH2:1]([O:8][C:9]1[CH:14]=[CH:13][N:12]([C:15]2[CH:16]=[CH:17][C:18]3[C:19]4[CH2:28][NH:27][CH2:26][CH2:25][C:20]=4[N:21]([CH3:24])[C:22]=3[CH:23]=2)[C:11](=[O:29])[CH:10]=1)[C:2]1[CH:7]=[CH:6][CH:5]=[CH:4][CH:3]=1.O=[C:31]1[CH2:36][CH2:35][N:34]([C:37]([O:39][C:40]([CH3:43])([CH3:42])[CH3:41])=[O:38])[CH2:33][CH2:32]1. The catalyst is C(Cl)Cl.CC(O)=O. The product is [CH2:1]([O:8][C:9]1[CH:14]=[CH:13][N:12]([C:15]2[CH:16]=[CH:17][C:18]3[C:19]4[CH2:28][N:27]([CH:31]5[CH2:36][CH2:35][N:34]([C:37]([O:39][C:40]([CH3:43])([CH3:42])[CH3:41])=[O:38])[CH2:33][CH2:32]5)[CH2:26][CH2:25][C:20]=4[N:21]([CH3:24])[C:22]=3[CH:23]=2)[C:11](=[O:29])[CH:10]=1)[C:2]1[CH:3]=[CH:4][CH:5]=[CH:6][CH:7]=1. The yield is 0.610.